Task: Predict the reaction yield, written as a fraction of the theoretical maximum amount of product (1.0 means a 100% yield; for example, 0.34 means a 34% yield).. Dataset: Reaction yield outcomes from USPTO patents with 853,638 reactions (1) The reactants are [CH3:1][CH:2]([C:5]1[C:9]([CH2:10][CH2:11][CH2:12][OH:13])=[CH:8][N:7]([C:14]2[CH:19]=[CH:18][C:17]([C:20]([F:23])([F:22])[F:21])=[CH:16][N:15]=2)[N:6]=1)[CH2:3][CH3:4].O[C:25]1[C:30]([O:31][CH3:32])=[CH:29][CH:28]=[CH:27][C:26]=1[CH2:33][C:34]([O:36]C)=[O:35].C(P(CCCC)CCCC)CCC.N(C(N1CCCCC1)=O)=NC(N1CCCCC1)=O. The catalyst is O1CCCC1. The product is [CH3:32][O:31][C:30]1[C:25]([O:13][CH2:12][CH2:11][CH2:10][C:9]2[C:5]([CH:2]([CH3:1])[CH2:3][CH3:4])=[N:6][N:7]([C:14]3[CH:19]=[CH:18][C:17]([C:20]([F:23])([F:21])[F:22])=[CH:16][N:15]=3)[CH:8]=2)=[C:26]([CH2:33][C:34]([OH:36])=[O:35])[CH:27]=[CH:28][CH:29]=1. The yield is 0.850. (2) The reactants are Br[CH2:2][CH2:3][CH2:4][OH:5].[Br:6][C:7]1[CH:8]=[C:9]([CH:22]=[CH:23][C:24]=1[Cl:25])[C:10]([N:12]([C:14]1[C:19]([CH3:20])=[CH:18][CH:17]=[CH:16][C:15]=1[OH:21])[CH3:13])=[O:11].C([O-])([O-])=O.[K+].[K+].Cl. The catalyst is CN(C=O)C. The product is [Br:6][C:7]1[CH:8]=[C:9]([CH:22]=[CH:23][C:24]=1[Cl:25])[C:10]([N:12]([C:14]1[C:19]([CH3:20])=[CH:18][CH:17]=[CH:16][C:15]=1[O:21][CH2:2][CH2:3][CH2:4][OH:5])[CH3:13])=[O:11]. The yield is 0.760. (3) The reactants are [CH3:1][O:2][C:3]1[CH:4]=[C:5]([CH:9]=[CH:10][C:11]=1[N+:12]([O-])=O)[C:6](Cl)=[O:7].CCN(C(C)C)C(C)C.[NH2:24][CH:25]1[CH2:30][CH2:29][CH:28]([N:31]([CH3:33])[CH3:32])[CH2:27][CH2:26]1. The catalyst is C(Cl)Cl. The product is [NH2:12][C:11]1[CH:10]=[CH:9][C:5]([C:6]([NH:24][CH:25]2[CH2:30][CH2:29][CH:28]([N:31]([CH3:33])[CH3:32])[CH2:27][CH2:26]2)=[O:7])=[CH:4][C:3]=1[O:2][CH3:1]. The yield is 1.00. (4) The reactants are [NH:1]1[CH2:6][CH2:5][CH:4]([CH:7]([C:9]2[N:13]3[N:14]=[CH:15][CH:16]=[CH:17][C:12]3=[C:11]([C:18]([O:20][CH2:21][CH3:22])=[O:19])[CH:10]=2)[CH3:8])[CH2:3][CH2:2]1.C(N(CC)CC)C.[C:30](O[C:30]([O:32][C:33]([CH3:36])([CH3:35])[CH3:34])=[O:31])([O:32][C:33]([CH3:36])([CH3:35])[CH3:34])=[O:31]. The catalyst is ClCCl. The product is [CH2:21]([O:20][C:18]([C:11]1[CH:10]=[C:9]([CH:7]([CH:4]2[CH2:5][CH2:6][N:1]([C:30]([O:32][C:33]([CH3:36])([CH3:35])[CH3:34])=[O:31])[CH2:2][CH2:3]2)[CH3:8])[N:13]2[C:12]=1[CH:17]=[CH:16][CH:15]=[N:14]2)=[O:19])[CH3:22]. The yield is 0.790. (5) The reactants are [CH2:1]([N:8]1[C:12](=[O:13])[C:11](=[C:14]2[N:18]([CH3:19])[C:17]3[CH:20]=[C:21]([O:24][CH2:25][CH2:26]Cl)[CH:22]=[CH:23][C:16]=3[S:15]2)[S:10][C:9]1=[N:28][C:29]1[CH:30]=[C:31]([NH:38][C:39](=[O:44])[CH2:40][N:41]([CH3:43])[CH3:42])[CH:32]=[CH:33][C:34]=1[NH:35][CH2:36][CH3:37])[C:2]1[CH:7]=[CH:6][CH:5]=[CH:4][CH:3]=1.[C:45]([O-:48])(=[O:47])[CH3:46].[Na+]. The catalyst is CC(C)=O.[I-].C([N+](CCCC)(CCCC)CCCC)CCC.CCOC(C)=O. The product is [CH2:1]([N:8]1[C:12](=[O:13])[C:11](=[C:14]2[N:18]([CH3:19])[C:17]3[CH:20]=[C:21]([O:24][CH2:25][CH2:26][O:48][C:45](=[O:47])[CH3:46])[CH:22]=[CH:23][C:16]=3[S:15]2)[S:10][C:9]1=[N:28][C:29]1[CH:30]=[C:31]([NH:38][C:39](=[O:44])[CH2:40][N:41]([CH3:43])[CH3:42])[CH:32]=[CH:33][C:34]=1[NH:35][CH2:36][CH3:37])[C:2]1[CH:7]=[CH:6][CH:5]=[CH:4][CH:3]=1. The yield is 0.330.